Dataset: Peptide-MHC class II binding affinity with 134,281 pairs from IEDB. Task: Regression. Given a peptide amino acid sequence and an MHC pseudo amino acid sequence, predict their binding affinity value. This is MHC class II binding data. (1) The peptide sequence is EEDIEIIPIQKEEY. The MHC is HLA-DQA10501-DQB10301 with pseudo-sequence HLA-DQA10501-DQB10301. The binding affinity (normalized) is 0.0672. (2) The peptide sequence is LVDEERKLHQQGRCR. The MHC is HLA-DQA10102-DQB10501 with pseudo-sequence HLA-DQA10102-DQB10501. The binding affinity (normalized) is 0. (3) The peptide sequence is ATERFRWLLIDLLRE. The MHC is DRB1_0701 with pseudo-sequence DRB1_0701. The binding affinity (normalized) is 0.391. (4) The peptide sequence is FSLSAAVKAGASLID. The MHC is DRB3_0101 with pseudo-sequence DRB3_0101. The binding affinity (normalized) is 0.0979. (5) The peptide sequence is TNILEAKYWCPDSME. The MHC is DRB5_0101 with pseudo-sequence DRB5_0101. The binding affinity (normalized) is 0.283. (6) The peptide sequence is RQAGVQYSR. The MHC is DRB1_0701 with pseudo-sequence DRB1_0701. The binding affinity (normalized) is 0. (7) The peptide sequence is SFLQNPQTSLCFSES. The MHC is DRB1_0301 with pseudo-sequence DRB1_0301. The binding affinity (normalized) is 0.163.